This data is from Catalyst prediction with 721,799 reactions and 888 catalyst types from USPTO. The task is: Predict which catalyst facilitates the given reaction. (1) Reactant: [CH3:1][C:2]1[CH:3]=[CH:4][C:5]([C:9]([C:11]2[C:20](=[O:21])[C:19]3[C:14](=[CH:15][CH:16]=[CH:17][CH:18]=3)[NH:13][CH:12]=2)=[O:10])=[N:6][C:7]=1[CH3:8].[H-].[Na+].Br[CH2:25][C:26]1[N:31]=[C:30]([C:32]#[N:33])[CH:29]=[CH:28][CH:27]=1. Product: [CH3:1][C:2]1[CH:3]=[CH:4][C:5]([C:9]([C:11]2[C:20](=[O:21])[C:19]3[C:14](=[CH:15][CH:16]=[CH:17][CH:18]=3)[N:13]([CH2:25][C:26]3[N:31]=[C:30]([C:32]#[N:33])[CH:29]=[CH:28][CH:27]=3)[CH:12]=2)=[O:10])=[N:6][C:7]=1[CH3:8]. The catalyst class is: 9. (2) Reactant: FC(F)(F)C(O)=O.[F:8][C:9]1([F:28])[CH2:12][CH:11]([O:13][C:14]2[CH:15]=[C:16]([CH2:20][C:21]([O:23]C(C)(C)C)=[O:22])[CH:17]=[N:18][CH:19]=2)[CH2:10]1. Product: [F:28][C:9]1([F:8])[CH2:12][CH:11]([O:13][C:14]2[CH:15]=[C:16]([CH2:20][C:21]([OH:23])=[O:22])[CH:17]=[N:18][CH:19]=2)[CH2:10]1. The catalyst class is: 137. (3) Reactant: [OH:1][C:2]1[C:9]([C:10]([F:13])([F:12])[F:11])=[CH:8][CH:7]=[CH:6][C:3]=1[CH:4]=[O:5].[Br:14]N1C(=O)CCC1=O. Product: [Br:14][C:7]1[CH:8]=[C:9]([C:10]([F:11])([F:12])[F:13])[C:2]([OH:1])=[C:3]([CH:6]=1)[CH:4]=[O:5]. The catalyst class is: 10. (4) Product: [Br:32][C:28]1[CH:27]=[C:26]([CH:14]([N:13]=[C:1]=[S:2])[C:15]2[CH:16]=[C:17]([CH:23]=[CH:24][CH:25]=2)[C:18]([N:20]([CH3:21])[CH3:22])=[O:19])[CH:31]=[CH:30][CH:29]=1. Reactant: [C:1](N1C=CN=C1)(N1C=CN=C1)=[S:2].[NH2:13][CH:14]([C:26]1[CH:31]=[CH:30][CH:29]=[C:28]([Br:32])[CH:27]=1)[C:15]1[CH:16]=[C:17]([CH:23]=[CH:24][CH:25]=1)[C:18]([N:20]([CH3:22])[CH3:21])=[O:19]. The catalyst class is: 4. (5) Reactant: [Cl:1][C:2]1[CH:3]=[C:4]([C:27](=[O:34])[CH2:28][C:29]([O:31]CC)=[O:30])[CH:5]=[CH:6][C:7]=1[C:8]1[N:12]=[C:11]([C:13]2[N:14]=[C:15]3[C:20]([Cl:21])=[CH:19][C:18]([C:22]([F:25])([F:24])[F:23])=[CH:17][N:16]3[CH:26]=2)[O:10][N:9]=1.[BH4-].[Na+].[OH-].[Li+]. Product: [Cl:1][C:2]1[CH:3]=[C:4]([CH:27]([OH:34])[CH2:28][C:29]([OH:31])=[O:30])[CH:5]=[CH:6][C:7]=1[C:8]1[N:12]=[C:11]([C:13]2[N:14]=[C:15]3[C:20]([Cl:21])=[CH:19][C:18]([C:22]([F:24])([F:25])[F:23])=[CH:17][N:16]3[CH:26]=2)[O:10][N:9]=1. The catalyst class is: 1. (6) Reactant: Br[C:2]1[CH:7]=[CH:6][C:5]([Cl:8])=[CH:4][C:3]=1[CH2:9][O:10][CH3:11].[Li]CCCC.[CH3:17][C:18]([S:21](/[N:23]=[CH:24]/[CH:25]([CH3:27])[CH3:26])=[O:22])([CH3:20])[CH3:19]. Product: [Cl:8][C:5]1[CH:6]=[CH:7][C:2]([CH:24]([NH:23][S:21]([C:18]([CH3:19])([CH3:17])[CH3:20])=[O:22])[CH:25]([CH3:27])[CH3:26])=[C:3]([CH2:9][O:10][CH3:11])[CH:4]=1. The catalyst class is: 1. (7) Reactant: [Si:1]([O:8][C@H:9]([CH2:18][CH2:19][O:20]CC1C=CC(OC)=CC=1)[CH2:10][CH2:11][C:12]1[CH:17]=[CH:16][CH:15]=[CH:14][CH:13]=1)([C:4]([CH3:7])([CH3:6])[CH3:5])([CH3:3])[CH3:2].C(C1C(=O)C(Cl)=C(Cl)C(=O)C=1C#N)#N.C([O-])(O)=O.[Na+]. Product: [Si:1]([O:8][C@@H:9]([CH2:10][CH2:11][C:12]1[CH:13]=[CH:14][CH:15]=[CH:16][CH:17]=1)[CH2:18][CH2:19][OH:20])([C:4]([CH3:7])([CH3:6])[CH3:5])([CH3:3])[CH3:2]. The catalyst class is: 46. (8) Product: [O:24]=[S:23]1(=[O:25])[N:9]([CH:10]2[CH2:11][CH2:12][N:13]([CH2:16][C:17]3[CH:18]=[CH:19][CH:20]=[CH:21][CH:22]=3)[CH2:14][CH2:15]2)[CH2:8][C:3]2[CH:4]=[CH:5][CH:6]=[CH:7][C:2]=2[NH:1]1. Reactant: [NH2:1][C:2]1[CH:7]=[CH:6][CH:5]=[CH:4][C:3]=1[CH2:8][NH:9][CH:10]1[CH2:15][CH2:14][N:13]([CH2:16][C:17]2[CH:22]=[CH:21][CH:20]=[CH:19][CH:18]=2)[CH2:12][CH2:11]1.[S:23](N)(N)(=[O:25])=[O:24]. The catalyst class is: 17.